Task: Predict which catalyst facilitates the given reaction.. Dataset: Catalyst prediction with 721,799 reactions and 888 catalyst types from USPTO (1) Reactant: [C:1]([O:5][C:6]([NH:8][C@@H:9]([CH2:14][O:15][CH2:16][C@H:17]([O:36][CH2:37][CH2:38][CH3:39])[C@H:18]([C@@H:24]([O:26]CC1C=CC(OC)=CC=1)[CH3:25])[CH2:19][CH2:20][CH:21]([CH3:23])[CH3:22])[C:10]([O:12][CH3:13])=[O:11])=[O:7])([CH3:4])([CH3:3])[CH3:2].C(C1C(=O)C(Cl)=C(Cl)C(=O)C=1C#N)#N.[OH-].[Na+]. Product: [C:1]([O:5][C:6]([NH:8][C@@H:9]([CH2:14][O:15][CH2:16][C@H:17]([O:36][CH2:37][CH2:38][CH3:39])[C@H:18]([C@@H:24]([OH:26])[CH3:25])[CH2:19][CH2:20][CH:21]([CH3:22])[CH3:23])[C:10]([O:12][CH3:13])=[O:11])=[O:7])([CH3:3])([CH3:2])[CH3:4]. The catalyst class is: 232. (2) Reactant: [CH3:1][O-:2].[Na+].[Na].[F:5][C:6]1[CH:11]=[C:10]([N+:12]([O-:14])=[O:13])[C:9](F)=[CH:8][C:7]=1F.C(O)(=O)C[C:19](CC(O)=O)(C(O)=O)[OH:20]. Product: [F:5][C:6]1[CH:11]=[C:10]([N+:12]([O-:14])=[O:13])[C:9]([O:20][CH3:19])=[CH:8][C:7]=1[O:2][CH3:1]. The catalyst class is: 5. (3) Reactant: C([Sn](CCCC)(CCCC)[C:6]1[CH:11]=[CH:10][N:9]=[C:8]([NH2:12])[CH:7]=1)CCC.Br[C:22]1[CH:27]=[CH:26][N:25]=[C:24]([CH3:28])[CH:23]=1. Product: [CH3:28][C:24]1[CH:23]=[C:22]([C:6]2[CH:11]=[CH:10][N:9]=[C:8]([NH2:12])[CH:7]=2)[CH:27]=[CH:26][N:25]=1. The catalyst class is: 109. (4) Reactant: [F:1][C:2]([F:21])([F:20])[C:3]1[CH:4]=[C:5]([C@H:13]2[O:17][C:16](=[O:18])[NH:15][C@H:14]2[CH3:19])[CH:6]=[C:7]([C:9]([F:12])([F:11])[F:10])[CH:8]=1.[H-].[Na+].[Br:24][C:25]1[C:26]([CH2:33]Br)=[N:27][C:28]([Cl:32])=[CH:29][C:30]=1[CH3:31]. Product: [F:21][C:2]([F:1])([F:20])[C:3]1[CH:4]=[C:5]([C@H:13]2[O:17][C:16](=[O:18])[N:15]([CH2:33][C:26]3[C:25]([Br:24])=[C:30]([CH3:31])[CH:29]=[C:28]([Cl:32])[N:27]=3)[C@H:14]2[CH3:19])[CH:6]=[C:7]([C:9]([F:10])([F:11])[F:12])[CH:8]=1. The catalyst class is: 1. (5) Reactant: [C:1]([O-])(=[O:3])C.[O:5]=[C:6]1[C@@H:9]([NH3+:10])[CH2:8][NH:7]1.CCN(CC)CC.[CH2:18]([O:25][C:26]1[CH:34]=[CH:33][CH:32]=[CH:31][C:27]=1C(Cl)=O)[C:19]1[CH:24]=[CH:23][CH:22]=[CH:21][CH:20]=1. Product: [CH2:18]([O:25][C:26]1[CH:27]=[CH:31][C:32]([C:1]([NH:10][C@H:9]2[CH2:8][NH:7][C:6]2=[O:5])=[O:3])=[CH:33][CH:34]=1)[C:19]1[CH:20]=[CH:21][CH:22]=[CH:23][CH:24]=1. The catalyst class is: 2. (6) Reactant: [CH2:1]([NH:8][C:9]([C:11]1[CH:20]=[C:19]2[C:14]([CH:15]=[N:16][C:17]([NH:21][C@H:22]3[CH2:27][CH2:26][C@H:25]([NH:28]C(=O)OC(C)(C)C)[CH2:24][CH2:23]3)=[N:18]2)=[CH:13][CH:12]=1)=[O:10])[C:2]1[CH:7]=[CH:6][CH:5]=[CH:4][CH:3]=1.C(O)(C(F)(F)F)=O. Product: [NH2:28][C@H:25]1[CH2:24][CH2:23][C@H:22]([NH:21][C:17]2[N:16]=[CH:15][C:14]3[C:19](=[CH:20][C:11]([C:9]([NH:8][CH2:1][C:2]4[CH:3]=[CH:4][CH:5]=[CH:6][CH:7]=4)=[O:10])=[CH:12][CH:13]=3)[N:18]=2)[CH2:27][CH2:26]1. The catalyst class is: 2.